Dataset: Peptide-MHC class II binding affinity with 134,281 pairs from IEDB. Task: Regression. Given a peptide amino acid sequence and an MHC pseudo amino acid sequence, predict their binding affinity value. This is MHC class II binding data. (1) The peptide sequence is GVLYVGSKTKEGVVH. The MHC is HLA-DQA10101-DQB10501 with pseudo-sequence HLA-DQA10101-DQB10501. The binding affinity (normalized) is 0.0654. (2) The peptide sequence is KTQIDQVESTAGSLQ. The MHC is DRB1_0405 with pseudo-sequence DRB1_0405. The binding affinity (normalized) is 0.248. (3) The peptide sequence is PGKYTAYEGQRVVFIQ. The MHC is DRB3_0101 with pseudo-sequence DRB3_0101. The binding affinity (normalized) is 0.264. (4) The peptide sequence is FESTGNLIAPEYGFKISY. The MHC is HLA-DQA10101-DQB10501 with pseudo-sequence HLA-DQA10101-DQB10501. The binding affinity (normalized) is 0.532. (5) The peptide sequence is AAIRFFDHAIGINVP. The MHC is DRB4_0101 with pseudo-sequence DRB4_0103. The binding affinity (normalized) is 0.816. (6) The peptide sequence is YLGLEVLTRARAALT. The MHC is HLA-DQA10102-DQB10602 with pseudo-sequence HLA-DQA10102-DQB10602. The binding affinity (normalized) is 0.608. (7) The peptide sequence is IGEGKVTLRIRNVRF. The MHC is DRB1_1501 with pseudo-sequence DRB1_1501. The binding affinity (normalized) is 0.443. (8) The peptide sequence is YDKFKANVSTVLTGK. The MHC is DRB1_0401 with pseudo-sequence DRB1_0401. The binding affinity (normalized) is 0.563. (9) The MHC is DRB1_0701 with pseudo-sequence DRB1_0701. The peptide sequence is KTLKFDALSGSQEVE. The binding affinity (normalized) is 0.332. (10) The peptide sequence is VKLEGRVIDLGCGRG. The MHC is DRB3_0301 with pseudo-sequence DRB3_0301. The binding affinity (normalized) is 0.419.